Dataset: Forward reaction prediction with 1.9M reactions from USPTO patents (1976-2016). Task: Predict the product of the given reaction. (1) Given the reactants C[N:2]1[CH:7]=[C:6]([N+:8]([O-:10])=[O:9])[CH:5]=[C:4]([N+]([O-])=O)[C:3]1=O.[C:15]([O:19][C:20]([N:22]1[CH2:27]CC(=O)[CH2:24][CH2:23]1)=[O:21])([CH3:18])([CH3:17])[CH3:16].N.CO, predict the reaction product. The product is: [C:15]([O:19][C:20]([N:22]1[CH2:23][CH2:24][C:3]2[N:2]=[CH:7][C:6]([N+:8]([O-:10])=[O:9])=[CH:5][C:4]=2[CH2:27]1)=[O:21])([CH3:18])([CH3:17])[CH3:16]. (2) Given the reactants [Cl:1][C:2]1[CH:7]=[CH:6][C:5]([CH:8]2[CH2:13][CH2:12][N:11]([S:14]([CH3:17])(=[O:16])=[O:15])[CH2:10][CH2:9]2)=[CH:4][CH:3]=1.FC1C=CC(C2[CH2:30][CH2:29][N:28](S(C)(=O)=O)[CH2:27][CH2:26]2)=CC=1.[CH2:35](Cl)[Cl:36], predict the reaction product. The product is: [ClH:1].[Cl:1][C:2]1[CH:7]=[CH:6][C:5]([CH:8]2[CH2:9][CH2:10][NH:11][CH2:12][CH2:13]2)=[CH:4][CH:3]=1.[CH:2]([N:28]([CH:27]([CH3:26])[CH3:35])[CH2:29][CH3:30])([CH3:7])[CH3:3].[CH3:17][S:14]([Cl:36])(=[O:16])=[O:15].